Dataset: NCI-60 drug combinations with 297,098 pairs across 59 cell lines. Task: Regression. Given two drug SMILES strings and cell line genomic features, predict the synergy score measuring deviation from expected non-interaction effect. (1) Drug 1: C1=C(C(=O)NC(=O)N1)F. Drug 2: CN(C(=O)NC(C=O)C(C(C(CO)O)O)O)N=O. Synergy scores: CSS=22.7, Synergy_ZIP=-0.0903, Synergy_Bliss=-1.18, Synergy_Loewe=-9.41, Synergy_HSA=0.597. Cell line: MDA-MB-435. (2) Drug 1: CC1C(C(CC(O1)OC2CC(CC3=C2C(=C4C(=C3O)C(=O)C5=C(C4=O)C(=CC=C5)OC)O)(C(=O)C)O)N)O.Cl. Drug 2: C1=NC(=NC(=O)N1C2C(C(C(O2)CO)O)O)N. Cell line: T-47D. Synergy scores: CSS=1.79, Synergy_ZIP=-2.90, Synergy_Bliss=-0.487, Synergy_Loewe=-17.1, Synergy_HSA=-2.53. (3) Drug 1: CC1CCC2CC(C(=CC=CC=CC(CC(C(=O)C(C(C(=CC(C(=O)CC(OC(=O)C3CCCCN3C(=O)C(=O)C1(O2)O)C(C)CC4CCC(C(C4)OC)O)C)C)O)OC)C)C)C)OC. Drug 2: CC1C(C(CC(O1)OC2CC(CC3=C2C(=C4C(=C3O)C(=O)C5=CC=CC=C5C4=O)O)(C(=O)C)O)N)O. Cell line: NCI-H522. Synergy scores: CSS=39.6, Synergy_ZIP=5.84, Synergy_Bliss=4.36, Synergy_Loewe=4.42, Synergy_HSA=5.04. (4) Drug 1: CC1=C2C(C(=O)C3(C(CC4C(C3C(C(C2(C)C)(CC1OC(=O)C(C(C5=CC=CC=C5)NC(=O)C6=CC=CC=C6)O)O)OC(=O)C7=CC=CC=C7)(CO4)OC(=O)C)O)C)OC(=O)C. Drug 2: CS(=O)(=O)OCCCCOS(=O)(=O)C. Cell line: NCI-H522. Synergy scores: CSS=31.8, Synergy_ZIP=-4.22, Synergy_Bliss=-4.97, Synergy_Loewe=-6.17, Synergy_HSA=-3.26. (5) Drug 2: CN1C2=C(C=C(C=C2)N(CCCl)CCCl)N=C1CCCC(=O)O.Cl. Drug 1: CN1C(=O)N2C=NC(=C2N=N1)C(=O)N. Synergy scores: CSS=-2.10, Synergy_ZIP=0.270, Synergy_Bliss=0.140, Synergy_Loewe=-2.53, Synergy_HSA=-2.83. Cell line: HOP-92. (6) Drug 1: CC(C)NC(=O)C1=CC=C(C=C1)CNNC.Cl. Drug 2: C(CCl)NC(=O)N(CCCl)N=O. Cell line: MALME-3M. Synergy scores: CSS=-2.78, Synergy_ZIP=3.59, Synergy_Bliss=5.66, Synergy_Loewe=0.412, Synergy_HSA=-0.131. (7) Drug 1: CN1C(=O)N2C=NC(=C2N=N1)C(=O)N. Drug 2: CC1CCC2CC(C(=CC=CC=CC(CC(C(=O)C(C(C(=CC(C(=O)CC(OC(=O)C3CCCCN3C(=O)C(=O)C1(O2)O)C(C)CC4CCC(C(C4)OC)O)C)C)O)OC)C)C)C)OC. Cell line: MDA-MB-231. Synergy scores: CSS=-11.1, Synergy_ZIP=4.38, Synergy_Bliss=0.0508, Synergy_Loewe=-9.30, Synergy_HSA=-10.1. (8) Drug 1: CC12CCC(CC1=CCC3C2CCC4(C3CC=C4C5=CN=CC=C5)C)O. Drug 2: CC1C(C(CC(O1)OC2CC(CC3=C2C(=C4C(=C3O)C(=O)C5=CC=CC=C5C4=O)O)(C(=O)C)O)N)O. Cell line: HCT-15. Synergy scores: CSS=44.0, Synergy_ZIP=6.17, Synergy_Bliss=8.81, Synergy_Loewe=-5.76, Synergy_HSA=8.76.